This data is from Full USPTO retrosynthesis dataset with 1.9M reactions from patents (1976-2016). The task is: Predict the reactants needed to synthesize the given product. Given the product [Cl:1][C:2]1[CH:7]=[CH:6][N:5]=[C:4]([CH2:8][Cl:12])[CH:3]=1, predict the reactants needed to synthesize it. The reactants are: [Cl:1][C:2]1[CH:7]=[CH:6][N:5]=[C:4]([CH2:8]O)[CH:3]=1.S(Cl)([Cl:12])=O.C(=O)([O-])O.[Na+].